Dataset: Catalyst prediction with 721,799 reactions and 888 catalyst types from USPTO. Task: Predict which catalyst facilitates the given reaction. (1) Product: [CH3:2][C:3]1[CH:4]=[C:5]2[C:11]([CH2:12][NH:13][C:31]([C:29]3[N:28]=[N:27][N:26]([CH2:25][C:20]4[CH:21]=[C:22]5[C:17](=[CH:18][CH:19]=4)[N:16]=[C:15]([CH3:14])[CH:24]=[CH:23]5)[CH:30]=3)=[O:32])=[CH:10][NH:9][C:6]2=[N:7][CH:8]=1. Reactant: Cl.[CH3:2][C:3]1[CH:4]=[C:5]2[C:11]([CH2:12][NH2:13])=[CH:10][NH:9][C:6]2=[N:7][CH:8]=1.[CH3:14][C:15]1[CH:24]=[CH:23][C:22]2[C:17](=[CH:18][CH:19]=[C:20]([CH2:25][N:26]3[CH:30]=[C:29]([C:31](O)=[O:32])[N:28]=[N:27]3)[CH:21]=2)[N:16]=1.CCCP(=O)=O.CCOC(C)=O.CCN(C(C)C)C(C)C. The catalyst class is: 2. (2) Reactant: [F:1][C:2]1([F:15])[CH2:6][N:5](C(OC(C)(C)C)=O)[C@@H:4]([CH3:14])[CH2:3]1.[ClH:16]. Product: [ClH:16].[F:1][C:2]1([F:15])[CH2:6][NH:5][C@@H:4]([CH3:14])[CH2:3]1. The catalyst class is: 12. (3) Reactant: Cl.[Br:2][C:3]1[CH:7]=[C:6]([C:8]2([O:12][CH3:13])[CH2:11][NH:10][CH2:9]2)[N:5]([CH3:14])[N:4]=1.C(N(CC)CC)C.[C:22](Cl)(=[O:26])[CH:23]([CH3:25])[CH3:24].C(=O)([O-])O.[Na+]. Product: [Br:2][C:3]1[CH:7]=[C:6]([C:8]2([O:12][CH3:13])[CH2:11][N:10]([C:22](=[O:26])[CH:23]([CH3:25])[CH3:24])[CH2:9]2)[N:5]([CH3:14])[N:4]=1. The catalyst class is: 7. (4) Reactant: [C:1]([C:5]1[CH:9]=[C:8]([NH:10][C:11]([NH:13][C@@H:14]2[C:23]3[C:18](=[CH:19][CH:20]=[CH:21][CH:22]=3)[C@H:17]([O:24][C:25]3[CH:26]=[CH:27][C:28]4[N:29]([C:31]([C@@H:34]5[CH2:38][CH2:37][CH2:36][N:35]5[CH3:39])=[N:32][N:33]=4)[CH:30]=3)[CH2:16][CH2:15]2)=[O:12])[N:7]([C:40]2[CH:41]=[C:42]([CH:49]=[CH:50][CH:51]=2)[CH2:43][O:44]S(C)(=O)=O)[N:6]=1)([CH3:4])([CH3:3])[CH3:2].[NH:52]1[CH2:57][CH2:56][O:55][CH2:54][CH2:53]1.[CH2:58]1COCC1. Product: [CH:43]([OH:44])=[O:55].[C:1]([C:5]1[CH:9]=[C:8]([NH:10][C:11]([NH:13][C@@H:14]2[C:23]3[C:18](=[CH:19][CH:20]=[CH:21][CH:22]=3)[C@H:17]([O:24][C:25]3[CH:26]=[CH:27][C:28]4[N:29]([C:31]([C@@H:34]5[CH2:38][CH2:37][CH2:36][N:35]5[CH3:39])=[N:32][N:33]=4)[CH:30]=3)[CH2:16][CH2:15]2)=[O:12])[N:7]([C:40]2[CH:51]=[CH:50][CH:49]=[C:42]([N:52]3[CH2:57][CH2:56][O:55][CH2:54][CH2:53]3)[C:41]=2[CH3:58])[N:6]=1)([CH3:4])([CH3:3])[CH3:2]. The catalyst class is: 2. (5) Reactant: [C:1]([C:3]1[CH:4]=[C:5]([C:13]2[O:17][N:16]=[C:15]([C:18]3[CH:35]=[CH:34][C:21]4[CH2:22][CH2:23][N:24](C(OC(C)(C)C)=O)[CH2:25][CH2:26][C:20]=4[C:19]=3[CH3:36])[N:14]=2)[CH:6]=[N:7][C:8]=1[NH:9][CH:10]([CH3:12])[CH3:11])#[N:2].[ClH:37]. Product: [ClH:37].[CH3:12][CH:10]([NH:9][C:8]1[C:3]([C:1]#[N:2])=[CH:4][C:5]([C:13]2[O:17][N:16]=[C:15]([C:18]3[CH:35]=[CH:34][C:21]4[CH2:22][CH2:23][NH:24][CH2:25][CH2:26][C:20]=4[C:19]=3[CH3:36])[N:14]=2)=[CH:6][N:7]=1)[CH3:11]. The catalyst class is: 472.